The task is: Predict the product of the given reaction.. This data is from Forward reaction prediction with 1.9M reactions from USPTO patents (1976-2016). Given the reactants Br[CH2:2][C:3]1[CH:10]=[CH:9][C:6]([C:7]#[N:8])=[C:5]([F:11])[CH:4]=1.[CH3:12][NH:13][C:14]([C:16]1[C:17](=[O:33])[C:18]([C:23]2[CH:28]=[CH:27][N:26]=[C:25]([C:29]([F:32])([F:31])[F:30])[CH:24]=2)=[C:19]([CH3:22])[NH:20][CH:21]=1)=[O:15], predict the reaction product. The product is: [CH3:12][NH:13][C:14]([C:16]1[C:17](=[O:33])[C:18]([C:23]2[CH:28]=[CH:27][N:26]=[C:25]([C:29]([F:32])([F:31])[F:30])[CH:24]=2)=[C:19]([CH3:22])[N:20]([CH2:2][C:3]2[CH:10]=[CH:9][C:6]([C:7]#[N:8])=[C:5]([F:11])[CH:4]=2)[CH:21]=1)=[O:15].